Dataset: Reaction yield outcomes from USPTO patents with 853,638 reactions. Task: Predict the reaction yield, written as a fraction of the theoretical maximum amount of product (1.0 means a 100% yield; for example, 0.34 means a 34% yield). (1) The reactants are [C:1]([C:4]1([C:7]([NH:9][C:10]2[CH:40]=[CH:39][C:13]([O:14][C:15]3[CH:20]=[CH:19][N:18]=[C:17]4[CH:21]=[C:22]([C:24]#[C:25][CH:26]5[CH2:31][CH2:30][N:29](C(OC(C)(C)C)=O)[CH2:28][CH2:27]5)[S:23][C:16]=34)=[C:12]([F:41])[CH:11]=2)=[O:8])[CH2:6][CH2:5]1)(=[O:3])[NH2:2].F[C:43]([F:48])(F)[C:44](O)=O. No catalyst specified. The product is [F:41][C:12]1[CH:11]=[C:10]([N:9]([C:4]2[CH:5]=[CH:6][C:43]([F:48])=[CH:44][CH:1]=2)[C:7]([C:4]2([C:1]([NH2:2])=[O:3])[CH2:6][CH2:5]2)=[O:8])[CH:40]=[CH:39][C:13]=1[O:14][C:15]1[CH:20]=[CH:19][N:18]=[C:17]2[CH:21]=[C:22]([C:24]#[C:25][CH:26]3[CH2:31][CH2:30][NH:29][CH2:28][CH2:27]3)[S:23][C:16]=12. The yield is 0.550. (2) The reactants are CC([O-])(C)C.[K+].[CH3:7][N:8]1[C:16]2[C:11](=[CH:12][C:13]([O:17][CH2:18][C:19]3[CH:24]=[CH:23][CH:22]=[CH:21][CH:20]=3)=[CH:14][CH:15]=2)[CH:10]=[CH:9]1.[SiH:25]([CH2:30][CH3:31])([CH2:28][CH3:29])[CH2:26][CH3:27]. The catalyst is C1COCC1. The product is [CH2:18]([O:17][C:13]1[CH:12]=[C:11]2[C:16](=[CH:15][CH:14]=1)[N:8]([CH3:7])[C:9]([Si:25]([CH2:30][CH3:31])([CH2:28][CH3:29])[CH2:26][CH3:27])=[CH:10]2)[C:19]1[CH:24]=[CH:23][CH:22]=[CH:21][CH:20]=1. The yield is 0.680. (3) The reactants are C(OC1N=NC(C(C2C=CC=CC=2)=C)=CC=1OCC1C=CC=CC=1)C1C=CC=CC=1.[CH2:31]([O:38][C:39]1[N:40]=[N:41][C:42](Cl)=[CH:43][C:44]=1[O:45][CH2:46][C:47]1[CH:52]=[CH:51][CH:50]=[CH:49][CH:48]=1)[C:32]1[CH:37]=[CH:36][CH:35]=[CH:34][CH:33]=1.[F:54][C:55]([F:78])([F:77])[C:56]1[CH:57]=[C:58](/[CH:66]=[CH:67]/B2OC(C)(C)C(C)(C)O2)[CH:59]=[C:60]([C:62]([F:65])([F:64])[F:63])[CH:61]=1. No catalyst specified. The product is [CH2:31]([O:38][C:39]1[N:40]=[N:41][C:42](/[CH:67]=[CH:66]/[C:58]2[CH:59]=[C:60]([C:62]([F:63])([F:65])[F:64])[CH:61]=[C:56]([C:55]([F:54])([F:77])[F:78])[CH:57]=2)=[CH:43][C:44]=1[O:45][CH2:46][C:47]1[CH:52]=[CH:51][CH:50]=[CH:49][CH:48]=1)[C:32]1[CH:37]=[CH:36][CH:35]=[CH:34][CH:33]=1. The yield is 0.770. (4) The reactants are FC(F)(F)C(OC1C(F)=C(F)C(F)=C(F)C=1F)=O.[Cl:19][CH2:20][CH2:21][CH2:22][O:23][C:24]1[CH:33]=[C:32]2[C:27]([C:28]([NH:34][C:35]3[CH:39]=[C:38]([CH2:40][C:41]([OH:43])=O)[NH:37][N:36]=3)=[N:29][CH:30]=[N:31]2)=[CH:26][CH:25]=1.N1C=CC=CC=1.[F:50][C:51]1[CH:52]=[C:53]([CH:55]=[CH:56][CH:57]=1)[NH2:54].Cl. The catalyst is CN(C)C=O. The product is [Cl:19][CH2:20][CH2:21][CH2:22][O:23][C:24]1[CH:33]=[C:32]2[C:27]([C:28]([NH:34][C:35]3[CH:39]=[C:38]([CH2:40][C:41]([NH:54][C:53]4[CH:55]=[CH:56][CH:57]=[C:51]([F:50])[CH:52]=4)=[O:43])[NH:37][N:36]=3)=[N:29][CH:30]=[N:31]2)=[CH:26][CH:25]=1. The yield is 0.940. (5) The reactants are COC1C=C(OC)C=CC=1C[N:6](C1SN=CN=1)[S:7]([C:10]1[CH:15]=[C:14](F)[C:13](OC[C@H]2[C@H](C3C=CC(F)=CC=3)CC(=O)N(CC3C=CC(OC)=CC=3)C2)=[CH:12][C:11]=1F)(=[O:9])=[O:8].C1(OC)C=CC=CC=1.FC(F)(F)C(O)=O. No catalyst specified. The product is [C:10]1([S:7]([NH2:6])(=[O:9])=[O:8])[CH:15]=[CH:14][CH:13]=[CH:12][CH:11]=1. The yield is 0.480.